Dataset: Peptide-MHC class II binding affinity with 134,281 pairs from IEDB. Task: Regression. Given a peptide amino acid sequence and an MHC pseudo amino acid sequence, predict their binding affinity value. This is MHC class II binding data. (1) The MHC is DRB1_1302 with pseudo-sequence DRB1_1302. The binding affinity (normalized) is 0.411. The peptide sequence is KWVQMCSRTLKNSHQ. (2) The peptide sequence is EPGKNPKNFQTMPGT. The MHC is DRB1_0401 with pseudo-sequence DRB1_0401. The binding affinity (normalized) is 0.326. (3) The peptide sequence is QQIKFAALSARAVAL. The MHC is HLA-DPA10201-DPB10501 with pseudo-sequence HLA-DPA10201-DPB10501. The binding affinity (normalized) is 0.633. (4) The peptide sequence is GELQIVDTIDAAFKI. The MHC is DRB3_0202 with pseudo-sequence DRB3_0202. The binding affinity (normalized) is 0.225. (5) The peptide sequence is MGQFISFMQEIPTFL. The MHC is DRB1_0701 with pseudo-sequence DRB1_0701. The binding affinity (normalized) is 0.746. (6) The peptide sequence is RILIGFLVLWIGTNS. The MHC is DRB1_1302 with pseudo-sequence DRB1_1302. The binding affinity (normalized) is 0.460. (7) The peptide sequence is IDPFQLGLLVVFLATQEV. The MHC is DRB1_1501 with pseudo-sequence DRB1_1501. The binding affinity (normalized) is 0.111.